From a dataset of Forward reaction prediction with 1.9M reactions from USPTO patents (1976-2016). Predict the product of the given reaction. (1) Given the reactants C(OC(=O)[NH:10][CH2:11][C@H:12]1[CH2:17][CH2:16][C@@H:15]([NH:18][C:19]2[CH:24]=[C:23]([N:25]([CH3:27])[CH3:26])[N:22]=[C:21]([CH3:28])[N:20]=2)[CH2:14][CH2:13]1)C1C=CC=CC=1, predict the reaction product. The product is: [NH2:10][CH2:11][C@@H:12]1[CH2:17][CH2:16][C@H:15]([NH:18][C:19]2[CH:24]=[C:23]([N:25]([CH3:27])[CH3:26])[N:22]=[C:21]([CH3:28])[N:20]=2)[CH2:14][CH2:13]1. (2) Given the reactants [ClH:1].C(OC([N:9]1[C@H:13]([C:14]2[CH:19]=[CH:18][C:17]([F:20])=[CH:16][CH:15]=2)[C@H:12]([C:21]2[CH:26]=[CH:25][C:24]([F:27])=[CH:23][CH:22]=2)[N:11]=[C:10]1[NH:28][CH2:29][C:30]1[CH:35]=[CH:34][CH:33]=[CH:32][CH:31]=1)=O)(C)(C)C, predict the reaction product. The product is: [ClH:1].[F:20][C:17]1[CH:16]=[CH:15][C:14]([C@H:13]2[C@@H:12]([C:21]3[CH:26]=[CH:25][C:24]([F:27])=[CH:23][CH:22]=3)[NH:11][C:10]([NH:28][CH2:29][C:30]3[CH:31]=[CH:32][CH:33]=[CH:34][CH:35]=3)=[N:9]2)=[CH:19][CH:18]=1. (3) Given the reactants [CH3:1][O:2][C:3]1[N:4]=[C:5]2[C:10](=[CH:11][CH:12]=1)[N:9]=[CH:8][CH:7]=[C:6]2[CH2:13][CH2:14][C:15]1([OH:25])[CH2:24][CH2:23][C:18]2(OCC[O:19]2)[CH2:17][CH2:16]1, predict the reaction product. The product is: [OH:25][C:15]1([CH2:14][CH2:13][C:6]2[C:5]3[C:10](=[CH:11][CH:12]=[C:3]([O:2][CH3:1])[N:4]=3)[N:9]=[CH:8][CH:7]=2)[CH2:24][CH2:23][C:18](=[O:19])[CH2:17][CH2:16]1.